Predict the product of the given reaction. From a dataset of Forward reaction prediction with 1.9M reactions from USPTO patents (1976-2016). (1) Given the reactants Cl[C:2]1[C:11]2[C:6](=[CH:7][CH:8]=[CH:9][CH:10]=2)[N:5]=[CH:4][C:3]=1[N+:12]([O-:14])=[O:13].[CH2:15](N)[CH:16]([CH3:18])[CH3:17].C(N(CC)CC)C, predict the reaction product. The product is: [CH2:15]([C:2]1[C:11]2[C:6](=[CH:7][CH:8]=[CH:9][CH:10]=2)[N:5]=[CH:4][C:3]=1[N+:12]([O-:14])=[O:13])[CH:16]([CH3:18])[CH3:17]. (2) Given the reactants [S:1]1[C:5]2[CH:6]=[C:7]([C:10]([OH:12])=[O:11])[CH:8]=[CH:9][C:4]=2[N:3]=[CH:2]1.S(Cl)(Cl)=O.[CH3:17]O, predict the reaction product. The product is: [CH3:17][O:11][C:10]([C:7]1[CH:8]=[CH:9][C:4]2[N:3]=[CH:2][S:1][C:5]=2[CH:6]=1)=[O:12]. (3) Given the reactants [NH2:1][C:2]12[CH2:9][C:6]([C:10]([O:12][CH3:13])=[O:11])([CH2:7][CH2:8]1)[CH2:5][CH2:4][CH2:3]2.[CH3:14][C:15]([O:18][C:19](O[C:19]([O:18][C:15]([CH3:17])([CH3:16])[CH3:14])=[O:20])=[O:20])([CH3:17])[CH3:16], predict the reaction product. The product is: [C:15]([O:18][C:19]([NH:1][C:2]12[CH2:9][C:6]([C:10]([O:12][CH3:13])=[O:11])([CH2:7][CH2:8]1)[CH2:5][CH2:4][CH2:3]2)=[O:20])([CH3:17])([CH3:16])[CH3:14]. (4) Given the reactants [CH:1]([N:14]1[C:22]2[C:17](=[CH:18][C:19]([Cl:23])=[CH:20][CH:21]=2)[C:16]([CH2:24][CH2:25][O:26]C2C=CC(C(OC)=O)=CC=2)=[C:15]1[CH2:37][CH2:38][NH:39][S:40]([CH2:43][S:44][C:45]1[CH:50]=[CH:49][C:48]([Cl:51])=[C:47]([Cl:52])[CH:46]=1)(=[O:42])=[O:41])([C:8]1[CH:13]=[CH:12][CH:11]=[CH:10][CH:9]=1)[C:2]1[CH:7]=[CH:6][CH:5]=[CH:4][CH:3]=1.[CH:53]1[CH:58]=[C:57](Cl)[CH:56]=[C:55]([C:60]([O:62]O)=[O:61])[CH:54]=1.C1C[O:67]CC1, predict the reaction product. The product is: [CH:1]([N:14]1[C:22]2[C:17](=[CH:18][C:19]([Cl:23])=[CH:20][CH:21]=2)[C:16]([CH2:24][CH2:25][O:26][C:58]2[CH:57]=[CH:56][C:55]([C:60]([OH:62])=[O:61])=[CH:54][CH:53]=2)=[C:15]1[CH2:37][CH2:38][NH:39][S:40]([CH2:43][S:44]([C:45]1[CH:50]=[CH:49][C:48]([Cl:51])=[C:47]([Cl:52])[CH:46]=1)=[O:67])(=[O:42])=[O:41])([C:8]1[CH:13]=[CH:12][CH:11]=[CH:10][CH:9]=1)[C:2]1[CH:3]=[CH:4][CH:5]=[CH:6][CH:7]=1. (5) Given the reactants [C:1](OC(OC(OC(C)(C)C)=O)=O)(OC(C)(C)C)=[O:2].[NH2:19][C:20]1[CH:29]=[C:28]2[C:23]([CH:24]=[CH:25][CH:26]=[N:27]2)=[CH:22][CH:21]=1.C(O)C(N)(CO)CO.[C:38]1([N:44]2[CH2:49][CH2:48][NH:47][CH2:46][CH2:45]2)[CH:43]=[CH:42][CH:41]=[CH:40][CH:39]=1, predict the reaction product. The product is: [C:38]1([N:44]2[CH2:49][CH2:48][N:47]([C:1]([NH:19][C:20]3[CH:29]=[C:28]4[C:23]([CH:24]=[CH:25][CH:26]=[N:27]4)=[CH:22][CH:21]=3)=[O:2])[CH2:46][CH2:45]2)[CH:43]=[CH:42][CH:41]=[CH:40][CH:39]=1. (6) Given the reactants [C:1]([CH:3]=[C:4]1[CH2:7][N:6](C(OC(C)(C)C)=O)[CH2:5]1)#[N:2].C(N(C(C)C)CC)(C)C.[CH2:24]([S:26](Cl)(=[O:28])=[O:27])[CH3:25].C(OCC)(=O)C, predict the reaction product. The product is: [CH2:24]([S:26]([N:6]1[CH2:5][C:4](=[CH:3][C:1]#[N:2])[CH2:7]1)(=[O:28])=[O:27])[CH3:25]. (7) Given the reactants C([N:8](CC1C=CC=CC=1)[C:9]1([CH2:14][NH:15][C:16]2[C:25]3[C:20](=[CH:21][CH:22]=[C:23](C)[CH:24]=3)[N:19]=[C:18]([N:27]3[CH2:33][C:32]4[CH:34]=[CH:35][CH:36]=[CH:37][C:31]=4[S:30](=[O:39])(=[O:38])[CH2:29][CH2:28]3)[CH:17]=2)CCOC1)C1C=CC=CC=1.[CH2:47](N)[CH2:48]N, predict the reaction product. The product is: [O:38]=[S:30]1(=[O:39])[C:31]2[CH:37]=[CH:36][CH:35]=[CH:34][C:32]=2[CH2:33][N:27]([C:18]2[CH:17]=[C:16]([NH:15][CH2:14][CH2:9][NH2:8])[C:25]3[C:20](=[CH:21][CH:22]=[C:23]([CH2:47][CH3:48])[CH:24]=3)[N:19]=2)[CH2:28][CH2:29]1. (8) Given the reactants C(OC([N:8]1[CH2:13][CH2:12][C:11]([CH2:15][CH2:16][O:17][C:18]2[CH:27]=[C:26]3[C:21]([C:22]([NH:28][C:29]4[CH:34]=[CH:33][CH:32]=[C:31]5[O:35][CH2:36][O:37][C:30]=45)=[N:23][CH:24]=[N:25]3)=[CH:20][C:19]=2[O:38][CH3:39])([OH:14])[CH2:10][CH2:9]1)=O)(C)(C)C.FC(F)(F)C(O)=O, predict the reaction product. The product is: [OH:14][C:11]1([CH2:15][CH2:16][O:17][C:18]2[CH:27]=[C:26]3[C:21]([C:22]([NH:28][C:29]4[CH:34]=[CH:33][CH:32]=[C:31]5[O:35][CH2:36][O:37][C:30]=45)=[N:23][CH:24]=[N:25]3)=[CH:20][C:19]=2[O:38][CH3:39])[CH2:12][CH2:13][NH:8][CH2:9][CH2:10]1. (9) The product is: [NH2:21][C:19]1[CH:18]=[C:4]([CH:3]=[C:2]([Br:1])[CH:20]=1)[C:5]([NH:7][CH2:8][CH2:9][O:10][CH2:11][CH2:12][O:13][CH2:14][CH2:15][O:16][CH3:17])=[O:6]. Given the reactants [Br:1][C:2]1[CH:3]=[C:4]([CH:18]=[C:19]([N+:21]([O-])=O)[CH:20]=1)[C:5]([NH:7][CH2:8][CH2:9][O:10][CH2:11][CH2:12][O:13][CH2:14][CH2:15][O:16][CH3:17])=[O:6].Cl, predict the reaction product. (10) Given the reactants C(OC(=O)[NH:7][CH2:8][C@@H:9]([F:32])[C:10]([O:13][P:14]([O:24][CH2:25][C:26]1[CH:31]=[CH:30][CH:29]=[CH:28][CH:27]=1)([O:16][CH2:17][C:18]1[CH:23]=[CH:22][CH:21]=[CH:20][CH:19]=1)=[O:15])([CH3:12])[CH3:11])(C)(C)C.Cl, predict the reaction product. The product is: [P:14]([O:24][CH2:25][C:26]1[CH:31]=[CH:30][CH:29]=[CH:28][CH:27]=1)([O:16][CH2:17][C:18]1[CH:19]=[CH:20][CH:21]=[CH:22][CH:23]=1)([O:13][C:10]([CH3:12])([C@H:9]([F:32])[CH2:8][NH2:7])[CH3:11])=[O:15].